From a dataset of Full USPTO retrosynthesis dataset with 1.9M reactions from patents (1976-2016). Predict the reactants needed to synthesize the given product. (1) Given the product [CH3:8][C:5]1[N:4]=[C:3]([C:9]([OH:11])=[O:10])[C:2]([C:5]2[O:12][CH:2]=[CH:3][N:4]=2)=[CH:7][CH:6]=1, predict the reactants needed to synthesize it. The reactants are: Br[C:2]1[C:3]([C:9]([OH:11])=[O:10])=[N:4][C:5]([CH3:8])=[CH:6][CH:7]=1.[OH-:12].[Na+].Cl. (2) Given the product [S:28]1[C:29]2[CH:39]=[CH:38][CH:37]=[CH:36][C:30]=2[CH:31]=[C:32]1[C:2]1[C:3]([CH3:27])=[N:4][N:5]([C:20]2[CH:25]=[CH:24][CH:23]=[CH:22][C:21]=2[CH3:26])[C:6]=1[NH:7][C:8]1[CH:17]=[CH:16][C:15]([O:18][CH3:19])=[CH:14][C:9]=1[C:10]([OH:12])=[O:11], predict the reactants needed to synthesize it. The reactants are: Br[C:2]1[C:3]([CH3:27])=[N:4][N:5]([C:20]2[CH:25]=[CH:24][CH:23]=[CH:22][C:21]=2[CH3:26])[C:6]=1[NH:7][C:8]1[CH:17]=[CH:16][C:15]([O:18][CH3:19])=[CH:14][C:9]=1[C:10]([O:12]C)=[O:11].[S:28]1[C:32](B(O)O)=[CH:31][C:30]2[CH:36]=[CH:37][CH:38]=[CH:39][C:29]1=2.C([O-])([O-])=O.[Na+].[Na+].N#N. (3) Given the product [Cl:22][CH2:23][CH2:24][CH2:25][N:7]1[C:8]2=[N:9][CH:10]=[CH:11][CH:12]=[C:13]2[C:5]([C:3](=[O:4])[C:2]([F:1])([F:14])[F:15])=[CH:6]1, predict the reactants needed to synthesize it. The reactants are: [F:1][C:2]([F:15])([F:14])[C:3]([C:5]1[C:13]2[C:8](=[N:9][CH:10]=[CH:11][CH:12]=2)[NH:7][CH:6]=1)=[O:4].C([O-])([O-])=O.[Cs+].[Cs+].[Cl:22][CH2:23][CH2:24][CH2:25]I. (4) Given the product [Cl:2][C:3]1[CH:4]=[C:5]2[C:11]([C:12]3[N:17]=[C:16]([NH:18][C@H:19]4[CH2:24][CH2:23][CH2:22][N:21]([C:63]([CH:59]5[CH2:62][CH2:61][CH2:60]5)=[O:64])[CH2:20]4)[C:15]([F:25])=[CH:14][N:13]=3)=[CH:10][NH:9][C:6]2=[N:7][CH:8]=1, predict the reactants needed to synthesize it. The reactants are: Cl.[Cl:2][C:3]1[CH:4]=[C:5]2[C:11]([C:12]3[N:17]=[C:16]([NH:18][C@H:19]4[CH2:24][CH2:23][CH2:22][NH:21][CH2:20]4)[C:15]([F:25])=[CH:14][N:13]=3)=[CH:10][NH:9][C:6]2=[N:7][CH:8]=1.ClC1C=C2C(C3N=C(N[C@H]4CCCNC4)C(F)=CN=3)=CNC2=NC=1.C(N(C(C)C)CC)(C)C.[CH:59]1([C:63](Cl)=[O:64])[CH2:62][CH2:61][CH2:60]1. (5) The reactants are: FC(F)(F)S(O[C:7]1[CH:12]=[CH:11][C:10]([CH:13]([CH3:15])[CH3:14])=[CH:9][C:8]=1[CH:16]=[O:17])(=O)=O.[CH:20]([C:23]1[CH:24]=[C:25]2[C:30](=[CH:31][CH:32]=1)[CH:29]=[C:28](B(O)O)[CH:27]=[CH:26]2)([CH3:22])[CH3:21].C(=O)([O-])[O-].[Na+].[Na+]. Given the product [CH:13]([C:10]1[CH:11]=[CH:12][C:7]([C:28]2[CH:27]=[CH:26][C:25]3[C:30](=[CH:31][CH:32]=[C:23]([CH:20]([CH3:22])[CH3:21])[CH:24]=3)[CH:29]=2)=[C:8]([CH:9]=1)[CH:16]=[O:17])([CH3:15])[CH3:14], predict the reactants needed to synthesize it.